Dataset: Full USPTO retrosynthesis dataset with 1.9M reactions from patents (1976-2016). Task: Predict the reactants needed to synthesize the given product. (1) Given the product [F:12][C:13]1[CH:18]=[C:17]([C:19]([F:21])([F:22])[F:20])[CH:16]=[CH:15][C:14]=1[C:23]1[N:3]=[N:2][N:1]([C:4]2[CH:5]=[CH:6][C:7]([O:10][CH3:11])=[CH:8][CH:9]=2)[C:24]=1[NH2:25], predict the reactants needed to synthesize it. The reactants are: [N:1]([C:4]1[CH:9]=[CH:8][C:7]([O:10][CH3:11])=[CH:6][CH:5]=1)=[N+:2]=[N-:3].[F:12][C:13]1[CH:18]=[C:17]([C:19]([F:22])([F:21])[F:20])[CH:16]=[CH:15][C:14]=1[CH2:23][C:24]#[N:25].C[O-].[Na+]. (2) The reactants are: [F:1][CH2:2][C@@:3]1([OH:20])[C@@H:8]([CH3:9])[CH2:7][C:6]([C:10]2[CH:15]=[CH:14][N:13]=[CH:12][C:11]=2[N+:16]([O-])=O)=[CH:5][C@H:4]1[OH:19]. Given the product [NH2:16][C:11]1[CH:12]=[N:13][CH:14]=[CH:15][C:10]=1[C@@H:6]1[CH2:7][C@H:8]([CH3:9])[C@@:3]([CH2:2][F:1])([OH:20])[C@H:4]([OH:19])[CH2:5]1, predict the reactants needed to synthesize it. (3) Given the product [F:10][C:11]([F:22])([F:21])[C:12]1[CH:17]=[CH:16][C:15]([C:2]2[S:6][C:5]([CH2:7][OH:8])=[C:4]([CH3:9])[CH:3]=2)=[CH:14][CH:13]=1, predict the reactants needed to synthesize it. The reactants are: Br[C:2]1[S:6][C:5]([CH2:7][OH:8])=[C:4]([CH3:9])[CH:3]=1.[F:10][C:11]([F:22])([F:21])[C:12]1[CH:17]=[CH:16][C:15](B(O)O)=[CH:14][CH:13]=1.C([O-])([O-])=O.[K+].[K+]. (4) The reactants are: [CH2:1]([C:3]1[CH:4]=[C:5]([CH:9]=[C:10]([CH3:12])[N:11]=1)[C:6]([NH2:8])=O)[CH3:2].N1C=CC=CC=1.FC(F)(F)C(OC(=O)C(F)(F)F)=O. Given the product [CH2:1]([C:3]1[CH:4]=[C:5]([C:6]#[N:8])[CH:9]=[C:10]([CH3:12])[N:11]=1)[CH3:2], predict the reactants needed to synthesize it.